From a dataset of Forward reaction prediction with 1.9M reactions from USPTO patents (1976-2016). Predict the product of the given reaction. Given the reactants CCCC[N+](CCCC)(CCCC)CCCC.[F-].[Si]([CH2:36][C:37]([CH2:50][OH:51])([CH2:48][OH:49])[CH2:38][N:39]1[CH:46]=[C:45]([F:47])[C:43](=[O:44])[NH:42][C:40]1=[O:41])(C(C)(C)C)(C1C=CC=CC=1)C1C=CC=CC=1.C1C[O:55]CC1, predict the reaction product. The product is: [OH:49][CH2:48][C:37]([CH2:36][OH:55])([CH2:50][OH:51])[CH2:38][N:39]1[CH:46]=[C:45]([F:47])[C:43](=[O:44])[NH:42][C:40]1=[O:41].